Dataset: Reaction yield outcomes from USPTO patents with 853,638 reactions. Task: Predict the reaction yield, written as a fraction of the theoretical maximum amount of product (1.0 means a 100% yield; for example, 0.34 means a 34% yield). (1) The reactants are [F:1][C:2]1[CH:3]=[C:4]([C@H:9]2[CH2:13][CH2:12][CH2:11][C@@H:10]2[OH:14])[CH:5]=[C:6]([F:8])[CH:7]=1.CC(OI1(OC(C)=O)(OC(C)=O)OC(=O)C2C=CC=CC1=2)=O. The catalyst is C(Cl)Cl. The product is [F:1][C:2]1[CH:3]=[C:4]([CH:9]2[CH2:13][CH2:12][CH2:11][C:10]2=[O:14])[CH:5]=[C:6]([F:8])[CH:7]=1. The yield is 0.800. (2) The reactants are C([O-])([O-])=O.[Na+].[Na+].CC1(C)C(C)(C)OB([C:15]2[CH:20]=[CH:19][C:18]([NH2:21])=[CH:17][CH:16]=2)O1.[C:23]([O:27][C:28]([N:30]1[CH2:33][CH:32]([CH2:34][NH:35][C:36]2[N:41]=[C:40](Cl)[N:39]=[C:38]([N:43]3[CH2:48][CH2:47][O:46][CH2:45][CH2:44]3)[N:37]=2)[CH2:31]1)=[O:29])([CH3:26])([CH3:25])[CH3:24]. The catalyst is C1C=CC([P]([Pd]([P](C2C=CC=CC=2)(C2C=CC=CC=2)C2C=CC=CC=2)([P](C2C=CC=CC=2)(C2C=CC=CC=2)C2C=CC=CC=2)[P](C2C=CC=CC=2)(C2C=CC=CC=2)C2C=CC=CC=2)(C2C=CC=CC=2)C2C=CC=CC=2)=CC=1.C(COC)OC. The product is [C:23]([O:27][C:28]([N:30]1[CH2:33][CH:32]([CH2:34][NH:35][C:36]2[N:41]=[C:40]([C:15]3[CH:16]=[CH:17][C:18]([NH2:21])=[CH:19][CH:20]=3)[N:39]=[C:38]([N:43]3[CH2:48][CH2:47][O:46][CH2:45][CH2:44]3)[N:37]=2)[CH2:31]1)=[O:29])([CH3:26])([CH3:24])[CH3:25]. The yield is 0.530.